Predict the reaction yield, written as a fraction of the theoretical maximum amount of product (1.0 means a 100% yield; for example, 0.34 means a 34% yield). From a dataset of Reaction yield outcomes from USPTO patents with 853,638 reactions. (1) The reactants are [C:1]([O:9][CH:10]1[CH2:15][CH2:14][CH:13]([OH:16])[CH2:12][CH2:11]1)(=[O:8])[C:2]1[CH:7]=[CH:6][CH:5]=[CH:4][CH:3]=1.C(OC=C)(=O)C. The catalyst is C(OC(C)C)(C)C. The product is [C:1]([O:9][C@H:10]1[CH2:15][CH2:14][C@@H:13]([OH:16])[CH2:12][CH2:11]1)(=[O:8])[C:2]1[CH:3]=[CH:4][CH:5]=[CH:6][CH:7]=1. The yield is 0.460. (2) The reactants are [NH2:1][C:2]1[CH:3]=[N:4][N:5]([CH3:21])[C:6]=1[N:7]1[CH2:11][CH2:10][C@H:9]([CH2:12][NH:13]C(=O)OC(C)(C)C)[CH2:8]1.[NH2:22][C:23]1[C:24]([C:30]([OH:32])=O)=[N:25][C:26](Br)=[CH:27][CH:28]=1.[F:33][C:34]1[CH:39]=[CH:38][CH:37]=[CH:36][C:35]=1B(O)O. No catalyst specified. The product is [NH2:22][C:23]1[C:24]([C:30]([NH:1][C:2]2[CH:3]=[N:4][N:5]([CH3:21])[C:6]=2[N:7]2[CH2:11][CH2:10][C@H:9]([CH2:12][NH2:13])[CH2:8]2)=[O:32])=[N:25][C:26]([C:35]2[CH:36]=[CH:37][CH:38]=[CH:39][C:34]=2[F:33])=[CH:27][CH:28]=1. The yield is 0.370. (3) The reactants are NC1C(C(O)=O)=CC(Cl)=NC=1.C(OC(=O)C)(=O)C.[Cl:19][C:20]1[N:38]=[CH:37][C:23]2[N:24]=[C:25]([CH3:36])[N:26]([C:29]3[CH:34]=[CH:33][C:32]([OH:35])=[CH:31][CH:30]=3)[C:27](=[O:28])[C:22]=2[CH:21]=1.Br.Br[CH2:41][CH2:42][CH2:43][N:44]1[CH2:49][CH2:48][CH2:47][CH2:46][CH2:45]1.C(=O)([O-])[O-].[K+].[K+]. The product is [Cl:19][C:20]1[N:38]=[CH:37][C:23]2[N:24]=[C:25]([CH3:36])[N:26]([C:29]3[CH:30]=[CH:31][C:32]([O:35][CH2:41][CH2:42][CH2:43][N:44]4[CH2:49][CH2:48][CH2:47][CH2:46][CH2:45]4)=[CH:33][CH:34]=3)[C:27](=[O:28])[C:22]=2[CH:21]=1. The catalyst is CN(C)C=O. The yield is 0.600. (4) The reactants are [Cl:1][C:2]1[C:7]([N+:8]([O-:10])=[O:9])=[CH:6][N:5]=[C:4]([NH2:11])[C:3]=1[C:12]#[C:13][Si](C)(C)C.[F-].[K+].C. The catalyst is CN(C=O)C. The product is [Cl:1][C:2]1[C:7]([N+:8]([O-:10])=[O:9])=[CH:6][N:5]=[C:4]([NH2:11])[C:3]=1[C:12]#[CH:13]. The yield is 0.890.